This data is from Tyrosyl-DNA phosphodiesterase HTS with 341,365 compounds. The task is: Binary Classification. Given a drug SMILES string, predict its activity (active/inactive) in a high-throughput screening assay against a specified biological target. (1) The molecule is S(=O)(=O)(N(CC1NC(C2C1C(=O)N(C2=O)C)(C)C(OC)=O)CC)c1ccc(F)cc1. The result is 0 (inactive). (2) The molecule is O=C(NC(C)c1ccc(cc1)C)C12CC3CC(C1)CC(C2)C3. The result is 0 (inactive). (3) The molecule is O=c1n(Cc2ccc(OC)cc2)ccn(CC(=O)Nc2c(ccc(c2)C)C)c1=O. The result is 0 (inactive).